Dataset: Merck oncology drug combination screen with 23,052 pairs across 39 cell lines. Task: Regression. Given two drug SMILES strings and cell line genomic features, predict the synergy score measuring deviation from expected non-interaction effect. (1) Drug 1: CN(C)C(=N)N=C(N)N. Cell line: SKOV3. Synergy scores: synergy=0.0885. Drug 2: CS(=O)(=O)CCNCc1ccc(-c2ccc3ncnc(Nc4ccc(OCc5cccc(F)c5)c(Cl)c4)c3c2)o1. (2) Synergy scores: synergy=24.7. Cell line: SKMES1. Drug 2: Cn1nnc2c(C(N)=O)ncn2c1=O. Drug 1: CC(=O)OC1C(=O)C2(C)C(O)CC3OCC3(OC(C)=O)C2C(OC(=O)c2ccccc2)C2(O)CC(OC(=O)C(O)C(NC(=O)c3ccccc3)c3ccccc3)C(C)=C1C2(C)C. (3) Drug 1: CC1CC2C3CCC4=CC(=O)C=CC4(C)C3(F)C(O)CC2(C)C1(O)C(=O)CO. Drug 2: Cn1c(=O)n(-c2ccc(C(C)(C)C#N)cc2)c2c3cc(-c4cnc5ccccc5c4)ccc3ncc21. Cell line: A2780. Synergy scores: synergy=25.3. (4) Drug 1: NC(=O)c1cccc2cn(-c3ccc(C4CCCNC4)cc3)nc12. Drug 2: Cn1c(=O)n(-c2ccc(C(C)(C)C#N)cc2)c2c3cc(-c4cnc5ccccc5c4)ccc3ncc21. Cell line: RKO. Synergy scores: synergy=13.9.